This data is from Peptide-MHC class II binding affinity with 134,281 pairs from IEDB. The task is: Regression. Given a peptide amino acid sequence and an MHC pseudo amino acid sequence, predict their binding affinity value. This is MHC class II binding data. (1) The peptide sequence is KTDCTKEVEEAWASA. The MHC is DRB1_1201 with pseudo-sequence DRB1_1201. The binding affinity (normalized) is 0.206. (2) The peptide sequence is MRSMPFLRKTRWTFL. The MHC is HLA-DQA10201-DQB10303 with pseudo-sequence HLA-DQA10201-DQB10303. The binding affinity (normalized) is 0.412. (3) The peptide sequence is INKGILVTVNPIAST. The MHC is DRB1_0801 with pseudo-sequence DRB1_0801. The binding affinity (normalized) is 0.609. (4) The peptide sequence is PGQQRSIQDNQVAYL. The MHC is DRB3_0202 with pseudo-sequence DRB3_0202. The binding affinity (normalized) is 0. (5) The peptide sequence is YEDAKSPLTASKLTY. The MHC is DRB1_1101 with pseudo-sequence DRB1_1101. The binding affinity (normalized) is 0.312. (6) The peptide sequence is WASVKKDLISYGGGW. The MHC is DRB1_1501 with pseudo-sequence DRB1_1501. The binding affinity (normalized) is 0.687. (7) The peptide sequence is LNVTSEDLGKTFSVG. The MHC is DRB1_0901 with pseudo-sequence DRB1_0901. The binding affinity (normalized) is 0.442. (8) The peptide sequence is KAVEAYLVAHPDLYK. The MHC is DRB1_0101 with pseudo-sequence DRB1_0101. The binding affinity (normalized) is 0.644. (9) The peptide sequence is ISTNIRQAGVQYSRA. The MHC is HLA-DQA10501-DQB10301 with pseudo-sequence HLA-DQA10501-DQB10301. The binding affinity (normalized) is 0.582. (10) The peptide sequence is FKVQFLFSSMIDPLI. The MHC is DRB3_0101 with pseudo-sequence DRB3_0101. The binding affinity (normalized) is 0.352.